Task: Predict which catalyst facilitates the given reaction.. Dataset: Catalyst prediction with 721,799 reactions and 888 catalyst types from USPTO (1) Reactant: [CH2:1]([O:8][C:9]([N:11]1[CH2:15][CH:14]([O:16]C(=O)C)[CH2:13][CH:12]1[CH2:20][C:21]1[C:29]2[C:24](=[N:25][CH:26]=[CH:27][CH:28]=2)[N:23]([C:30](=[O:32])[CH3:31])[CH:22]=1)=[O:10])[C:2]1[CH:7]=[CH:6][CH:5]=[CH:4][CH:3]=1.CCCC[N+](CCCC)(CCCC)CCCC.[F-]. Product: [CH2:1]([O:8][C:9]([N:11]1[CH2:15][CH:14]([OH:16])[CH2:13][CH:12]1[CH2:20][C:21]1[C:29]2[C:24](=[N:25][CH:26]=[CH:27][CH:28]=2)[N:23]([C:30](=[O:32])[CH3:31])[CH:22]=1)=[O:10])[C:2]1[CH:3]=[CH:4][CH:5]=[CH:6][CH:7]=1. The catalyst class is: 1. (2) Reactant: Cl[C:2]1[C:7]([NH2:8])=[CH:6][CH:5]=[CH:4][N:3]=1.[CH3:9][N:10](C=O)C. Product: [NH2:8][C:7]1[C:2]([C:9]#[N:10])=[N:3][CH:4]=[CH:5][CH:6]=1. The catalyst class is: 507. (3) Reactant: [NH2:1][C:2]1[C:7]2=[CH:8][CH:9]=[C:10]([CH:11]3[CH2:15][CH2:14][N:13]([C:16]([O:18][C:19]([CH3:22])([CH3:21])[CH3:20])=[O:17])[CH2:12]3)[N:6]2[N:5]=[CH:4][N:3]=1.[Br:23]N1C(C)(C)C(=O)N(Br)C1=O. Product: [NH2:1][C:2]1[C:7]2=[C:8]([Br:23])[CH:9]=[C:10]([CH:11]3[CH2:15][CH2:14][N:13]([C:16]([O:18][C:19]([CH3:22])([CH3:21])[CH3:20])=[O:17])[CH2:12]3)[N:6]2[N:5]=[CH:4][N:3]=1. The catalyst class is: 3. (4) Reactant: [Br:1][C:2]1[N:3]=[C:4]([CH2:22][C:23]([O:25]C)=[O:24])[N:5]([C:15]2[CH:20]=[CH:19][C:18]([Cl:21])=[CH:17][CH:16]=2)[C:6]=1[C:7]1[C:12]([F:13])=[CH:11][CH:10]=[CH:9][C:8]=1[F:14].O.[OH-].[Li+].Cl. Product: [Br:1][C:2]1[N:3]=[C:4]([CH2:22][C:23]([OH:25])=[O:24])[N:5]([C:15]2[CH:20]=[CH:19][C:18]([Cl:21])=[CH:17][CH:16]=2)[C:6]=1[C:7]1[C:8]([F:14])=[CH:9][CH:10]=[CH:11][C:12]=1[F:13]. The catalyst class is: 30. (5) Reactant: CC([Si](C)(C)[O:6][CH2:7][C:8]1[CH:16]=[C:15]2[N:11]([CH2:12][CH2:13][CH2:14]2)[C:10](=[O:17])[CH:9]=1)(C)C.C(O)(=O)C.[F-].C([N+](CCCC)(CCCC)CCCC)CCC. Product: [OH:6][CH2:7][C:8]1[CH:16]=[C:15]2[N:11]([CH2:12][CH2:13][CH2:14]2)[C:10](=[O:17])[CH:9]=1. The catalyst class is: 7. (6) Reactant: [Cl:1][C:2]1[N:10]=[CH:9][C:8]([F:11])=[CH:7][C:3]=1[C:4]([NH2:6])=O.C(N(CC)CC)C.FC(F)(F)C(OC(=O)C(F)(F)F)=O. Product: [Cl:1][C:2]1[C:3]([C:4]#[N:6])=[CH:7][C:8]([F:11])=[CH:9][N:10]=1. The catalyst class is: 4. (7) Reactant: [CH:1]([C:3]1[CH:4]=[C:5]2[C:9](=[CH:10][CH:11]=1)[NH:8][CH:7]=[CH:6]2)=O.[N+:12]([C:15]1[CH:20]=[CH:19][C:18]([S:21]([CH2:24][C:25]#[N:26])(=[O:23])=[O:22])=[CH:17][CH:16]=1)([O-:14])=[O:13]. Product: [NH:8]1[C:9]2[C:5](=[CH:4][C:3]([CH:1]=[C:24]([S:21]([C:18]3[CH:17]=[CH:16][C:15]([N+:12]([O-:14])=[O:13])=[CH:20][CH:19]=3)(=[O:22])=[O:23])[C:25]#[N:26])=[CH:11][CH:10]=2)[CH:6]=[CH:7]1. The catalyst class is: 360. (8) Reactant: [CH3:1][N:2]1[C:6]([C:7]2[CH:8]=[C:9]([CH:22]=[CH:23][CH:24]=2)[CH2:10][CH2:11][O:12][CH2:13][CH2:14][C:15]([O:17]C(C)(C)C)=[O:16])=[N:5][N:4]=[N:3]1.C(O)(C(F)(F)F)=O. Product: [CH3:1][N:2]1[C:6]([C:7]2[CH:8]=[C:9]([CH:22]=[CH:23][CH:24]=2)[CH2:10][CH2:11][O:12][CH2:13][CH2:14][C:15]([OH:17])=[O:16])=[N:5][N:4]=[N:3]1. The catalyst class is: 2. (9) Reactant: [N:1]1[C:10]2[C:5](=[CH:6][CH:7]=[CH:8][CH:9]=2)[CH:4]=[CH:3][C:2]=1[CH2:11][CH2:12][N:13]1C(=O)CCC1=O.NN. Product: [N:1]1[C:10]2[C:5](=[CH:6][CH:7]=[CH:8][CH:9]=2)[CH:4]=[CH:3][C:2]=1[CH2:11][CH2:12][NH2:13]. The catalyst class is: 5.